From a dataset of Peptide-MHC class I binding affinity with 185,985 pairs from IEDB/IMGT. Regression. Given a peptide amino acid sequence and an MHC pseudo amino acid sequence, predict their binding affinity value. This is MHC class I binding data. (1) The peptide sequence is QLYSTLLSF. The MHC is HLA-B15:01 with pseudo-sequence HLA-B15:01. The binding affinity (normalized) is 0.898. (2) The peptide sequence is IPKFKVTGSY. The MHC is HLA-B35:01 with pseudo-sequence HLA-B35:01. The binding affinity (normalized) is 0.343. (3) The peptide sequence is FEDLRLLSF. The MHC is HLA-B40:02 with pseudo-sequence HLA-B40:02. The binding affinity (normalized) is 0.430. (4) The peptide sequence is RKIYDLIEL. The MHC is HLA-B07:02 with pseudo-sequence HLA-B07:02. The binding affinity (normalized) is 0.0712.